The task is: Predict the product of the given reaction.. This data is from Forward reaction prediction with 1.9M reactions from USPTO patents (1976-2016). (1) Given the reactants [CH3:1][C:2]1[CH:11]=[CH:10][C:5]([C:6]([O:8][CH3:9])=[O:7])=[CH:4][N:3]=1.C1C=C(Cl)C=C(C(OO)=[O:20])C=1, predict the reaction product. The product is: [CH3:9][O:8][C:6]([C:5]1[CH:10]=[CH:11][C:2]([CH3:1])=[N+:3]([O-:20])[CH:4]=1)=[O:7]. (2) Given the reactants [Mg].II.[CH:4]1(Br)[CH2:7][CH2:6][CH2:5]1.O[CH2:10][C:11]([C:13]1[CH:18]=[CH:17]C=CC=1)=[O:12].[O:19]1CC[CH2:21][CH2:20]1, predict the reaction product. The product is: [CH:13]1([C:11]([C:4]2[CH:7]=[CH:6][CH:5]=[CH:21][C:20]=2[OH:19])([OH:12])[CH3:10])[CH2:18][CH2:17]1. (3) Given the reactants C([O-])(=O)C.[K+].Br[C:7]1[CH:8]=[C:9]([C:13]2[CH:14]=[N:15][CH:16]=[N:17][CH:18]=2)[CH:10]=[CH:11][CH:12]=1.[B:19]1([B:19]2[O:23][C:22]([CH3:25])([CH3:24])[C:21]([CH3:27])([CH3:26])[O:20]2)[O:23][C:22]([CH3:25])([CH3:24])[C:21]([CH3:27])([CH3:26])[O:20]1.ClCCl, predict the reaction product. The product is: [CH3:26][C:21]1([CH3:27])[C:22]([CH3:25])([CH3:24])[O:23][B:19]([C:7]2[CH:8]=[C:9]([C:13]3[CH:14]=[N:15][CH:16]=[N:17][CH:18]=3)[CH:10]=[CH:11][CH:12]=2)[O:20]1. (4) Given the reactants [C:1]([O:5][C:6](=[O:18])[NH:7][C:8]1[CH:13]=[CH:12][C:11]([Br:14])=[C:10]([N+:15]([O-:17])=[O:16])[N:9]=1)([CH3:4])([CH3:3])[CH3:2].[CH2:19]1CCN2C(=NCCC2)CC1.CI, predict the reaction product. The product is: [Br:14][C:11]1[CH:12]=[CH:13][C:8]([N:7]([CH3:19])[C:6](=[O:18])[OH:5])=[N:9][C:10]=1[N+:15]([O-:17])=[O:16].[C:1]([O:5][C:6](=[O:18])[N:7]([C:8]1[CH:13]=[CH:12][C:11]([Br:14])=[C:10]([N+:15]([O-:17])=[O:16])[N:9]=1)[CH3:19])([CH3:4])([CH3:2])[CH3:3]. (5) The product is: [CH3:1][N:2]1[C:7](=[O:8])[C:6]2[CH:9]=[C:10]([C:12]3[CH:17]=[C:16]([S:18]([N:21]4[CH2:26][CH2:25][N:24]([CH3:35])[CH2:23][CH2:22]4)(=[O:20])=[O:19])[CH:15]=[CH:14][C:13]=3[O:27][CH2:28][CH2:29][CH3:30])[NH:11][C:5]=2[N:4]([CH2:31][CH2:32][CH3:33])[C:3]1=[O:34]. Given the reactants [CH3:1][N:2]1[C:7](=[O:8])[C:6]2[CH:9]=[C:10]([C:12]3[CH:17]=[C:16]([S:18]([N:21]4[CH2:26][CH2:25][NH:24][CH2:23][CH2:22]4)(=[O:20])=[O:19])[CH:15]=[CH:14][C:13]=3[O:27][CH2:28][CH2:29][CH3:30])[NH:11][C:5]=2[N:4]([CH2:31][CH2:32][CH3:33])[C:3]1=[O:34].[CH2:35]=O, predict the reaction product. (6) Given the reactants [CH3:1][C:2]1[CH:3]=[C:4]([CH:19]=[CH:20][C:21]=1[CH3:22])[C:5]([C:7]1[C:16](=[O:17])[C:15]2[C:10](=[CH:11][CH:12]=[C:13]([CH3:18])[N:14]=2)[NH:9][CH:8]=1)=[O:6].[H-].[Na+].[CH3:25][C:26]1[CH:31]=[CH:30][CH:29]=[C:28]([CH2:32]Br)[N:27]=1, predict the reaction product. The product is: [CH3:1][C:2]1[CH:3]=[C:4]([CH:19]=[CH:20][C:21]=1[CH3:22])[C:5]([C:7]1[C:16](=[O:17])[C:15]2[C:10](=[CH:11][CH:12]=[C:13]([CH3:18])[N:14]=2)[N:9]([CH2:25][C:26]2[CH:31]=[CH:30][CH:29]=[C:28]([CH3:32])[N:27]=2)[CH:8]=1)=[O:6]. (7) Given the reactants [Cl:1][C:2]1[CH:10]=[C:9]([I:11])[CH:8]=[CH:7][C:3]=1[C:4](O)=[O:5].O.C(=O)([O-])O.[Na+], predict the reaction product. The product is: [Cl:1][C:2]1[CH:10]=[C:9]([I:11])[CH:8]=[CH:7][C:3]=1[CH2:4][OH:5].